This data is from Reaction yield outcomes from USPTO patents with 853,638 reactions. The task is: Predict the reaction yield, written as a fraction of the theoretical maximum amount of product (1.0 means a 100% yield; for example, 0.34 means a 34% yield). (1) The reactants are [CH3:1][C:2]([O:9][C:10]1[CH:15]=[CH:14][C:13]([CH2:16][CH2:17][NH:18][CH2:19][C:20]2[CH:25]=[CH:24][C:23]([C:26]([F:29])([F:28])[F:27])=[CH:22][CH:21]=2)=[CH:12][CH:11]=1)([CH3:8])[C:3]([O:5][CH2:6][CH3:7])=[O:4].[CH2:30]([N:32](CC)CC)C.N#CBr. The catalyst is ClCCl. The product is [C:30]([N:18]([CH2:19][C:20]1[CH:21]=[CH:22][C:23]([C:26]([F:27])([F:28])[F:29])=[CH:24][CH:25]=1)[CH2:17][CH2:16][C:13]1[CH:14]=[CH:15][C:10]([O:9][C:2]([CH3:1])([CH3:8])[C:3]([O:5][CH2:6][CH3:7])=[O:4])=[CH:11][CH:12]=1)#[N:32]. The yield is 0.850. (2) The reactants are [Cl:1][C:2]1[N:7]=[C:6](Cl)[CH:5]=[C:4]([CH2:9][CH3:10])[N:3]=1.[NH2:11][C:12]1[CH:17]=[CH:16][CH:15]=[CH:14][N:13]=1.C(=O)([O-])[O-].[Cs+].[Cs+].CC1(C)C2C=CC=C(P(C3C=CC=CC=3)C3C=CC=CC=3)C=2OC2C1=CC=CC=2P(C1C=CC=CC=1)C1C=CC=CC=1. The catalyst is O1CCOCC1.[Pd].[Pd].C(=CC(C=CC1C=CC=CC=1)=O)C1C=CC=CC=1.C(=CC(C=CC1C=CC=CC=1)=O)C1C=CC=CC=1.C(=CC(C=CC1C=CC=CC=1)=O)C1C=CC=CC=1. The product is [Cl:1][C:2]1[N:7]=[C:6]([NH:11][C:12]2[CH:17]=[CH:16][CH:15]=[CH:14][N:13]=2)[CH:5]=[C:4]([CH2:9][CH3:10])[N:3]=1. The yield is 0.130.